From a dataset of Full USPTO retrosynthesis dataset with 1.9M reactions from patents (1976-2016). Predict the reactants needed to synthesize the given product. (1) Given the product [Cl:1][C:2]1[N:10]=[C:9]2[C:5]([N:6]=[C:7]([CH2:12][CH2:13][N:21]3[CH2:24][CH:23]([C:25]([OH:28])([CH3:27])[CH3:26])[CH2:22]3)[N:8]2[CH3:11])=[C:4]([N:15]2[CH2:20][CH2:19][O:18][CH2:17][CH2:16]2)[N:3]=1, predict the reactants needed to synthesize it. The reactants are: [Cl:1][C:2]1[N:10]=[C:9]2[C:5]([N:6]=[C:7]([CH2:12][CH:13]=O)[N:8]2[CH3:11])=[C:4]([N:15]2[CH2:20][CH2:19][O:18][CH2:17][CH2:16]2)[N:3]=1.[NH:21]1[CH2:24][CH:23]([C:25]([OH:28])([CH3:27])[CH3:26])[CH2:22]1.C(OC)(OC)OC.C(O)(=O)C.C(O[BH-](OC(=O)C)OC(=O)C)(=O)C.[Na+]. (2) Given the product [N+:10]([C:8]1[CH:7]=[CH:6][C:3]2[CH2:4][O:5][P:24](=[O:25])([N:23]([CH2:28][CH2:29][Cl:30])[CH2:22][CH2:21][Cl:20])[NH:1][C:2]=2[CH:9]=1)([O-:12])=[O:11], predict the reactants needed to synthesize it. The reactants are: [NH2:1][C:2]1[CH:9]=[C:8]([N+:10]([O-:12])=[O:11])[CH:7]=[CH:6][C:3]=1[CH2:4][OH:5].CCN(CC)CC.[Cl:20][CH2:21][CH2:22][N:23]([CH2:28][CH2:29][Cl:30])[P:24](Cl)(Cl)=[O:25]. (3) The reactants are: [Br:1][C:2]1[CH:3]=[C:4]2[N:10]=[CH:9][NH:8][C:5]2=[N:6][CH:7]=1.[H-].[Na+].[CH3:13][Si:14]([CH2:17][CH2:18][O:19][CH2:20]Cl)([CH3:16])[CH3:15]. Given the product [Br:1][C:2]1[CH:3]=[C:4]2[N:10]=[CH:9][N:8]([CH2:20][O:19][CH2:18][CH2:17][Si:14]([CH3:16])([CH3:15])[CH3:13])[C:5]2=[N:6][CH:7]=1, predict the reactants needed to synthesize it. (4) Given the product [NH:3]1[CH2:4][CH2:5][N:1]=[C:2]1[CH2:6][CH:7]([C:13]1[CH:14]=[N:15][CH:16]=[CH:17][CH:18]=1)[C:8]1[CH:12]=[CH:11][S:10][CH:9]=1, predict the reactants needed to synthesize it. The reactants are: [NH:1]1[CH2:5][CH2:4][N:3]=[C:2]1/[CH:6]=[C:7](\[C:13]1[CH:14]=[N:15][CH:16]=[CH:17][CH:18]=1)/[C:8]1[CH:12]=[CH:11][S:10][CH:9]=1. (5) Given the product [CH3:20][N:15]1[C:16]([S:18][CH3:19])=[CH:17][C:13]([CH:5]([CH2:6][CH:7]2[CH2:8][CH2:9][O:10][CH2:11][CH2:12]2)[C:4](=[O:21])[CH:23]=[CH2:24])=[N:14]1, predict the reactants needed to synthesize it. The reactants are: CON(C)[C:4](=[O:21])[CH:5]([C:13]1[CH:17]=[C:16]([S:18][CH3:19])[N:15]([CH3:20])[N:14]=1)[CH2:6][CH:7]1[CH2:12][CH2:11][O:10][CH2:9][CH2:8]1.[CH:23]([Mg]Br)=[CH2:24].Cl.